From a dataset of Full USPTO retrosynthesis dataset with 1.9M reactions from patents (1976-2016). Predict the reactants needed to synthesize the given product. (1) Given the product [NH2:1][CH2:2][CH2:3][O:4][C:5]1[CH:6]=[C:7]([CH:8]=[CH:9][CH:10]=1)[CH2:11][CH2:12][C:13]1([OH:19])[CH2:14][CH2:15][S:16][CH2:17][CH2:18]1, predict the reactants needed to synthesize it. The reactants are: [NH2:1][CH2:2][CH2:3][O:4][C:5]1[CH:6]=[C:7]([C:11]#[C:12][C:13]2([OH:19])[CH2:18][CH2:17][S:16][CH2:15][CH2:14]2)[CH:8]=[CH:9][CH:10]=1. (2) Given the product [NH:1]1[C:9]2[CH:8]=[CH:7][N:6]=[CH:5][C:4]=2[CH:3]=[C:2]1[C:10]([NH:13][CH2:14][CH2:15][CH2:16][O:17][CH:18]1[CH2:19][CH2:20][N:21]([C:24]([O:26][C:27]([CH3:30])([CH3:29])[CH3:28])=[O:25])[CH2:22][CH2:23]1)=[O:12], predict the reactants needed to synthesize it. The reactants are: [NH:1]1[C:9]2[CH:8]=[CH:7][N:6]=[CH:5][C:4]=2[CH:3]=[C:2]1[C:10]([OH:12])=O.[NH2:13][CH2:14][CH2:15][CH2:16][O:17][CH:18]1[CH2:23][CH2:22][N:21]([C:24]([O:26][C:27]([CH3:30])([CH3:29])[CH3:28])=[O:25])[CH2:20][CH2:19]1.F[P-](F)(F)(F)(F)F.N1(O[P+](N(C)C)(N(C)C)N(C)C)C2C=CC=CC=2N=N1.CCN(C(C)C)C(C)C. (3) Given the product [CH3:12][C:5]1[N:6]=[CH:7][C:8]2[C:3]([CH:4]=1)=[C:2]([NH:1][C:20]([NH:48][CH:46]1[CH2:45][N:44]([C:41]3[CH:40]=[CH:39][C:38]([C:37]([F:36])([F:49])[F:50])=[CH:43][N:42]=3)[CH2:47]1)=[O:21])[CH:11]=[CH:10][CH:9]=2, predict the reactants needed to synthesize it. The reactants are: [NH2:1][C:2]1[CH:11]=[CH:10][CH:9]=[C:8]2[C:3]=1[CH:4]=[C:5]([CH3:12])[N:6]=[CH:7]2.N1C=CC=CC=1.Cl[C:20](OC1C=CC=CC=1)=[O:21].C(N(CC)CC)C.[F:36][C:37]([F:50])([F:49])[C:38]1[CH:39]=[CH:40][C:41]([N:44]2[CH2:47][CH:46]([NH2:48])[CH2:45]2)=[N:42][CH:43]=1. (4) Given the product [F:12][C:13]([F:20])([F:19])[C:14](=[CH2:18])[C:15]([O:17][CH:2]([O:11][C:1]12[CH2:8][CH:7]3[CH2:6][CH:5]([CH2:4][CH:3]([CH2:9]3)[CH2:2]1)[CH2:10]2)[CH:1]([CH3:10])[CH3:8])=[O:16], predict the reactants needed to synthesize it. The reactants are: [C:1]12([OH:11])[CH2:10][CH:5]3[CH2:6][CH:7]([CH2:9][CH:3]([CH2:4]3)[CH2:2]1)[CH2:8]2.[F:12][C:13]([F:20])([F:19])[C:14](=[CH2:18])[C:15]([OH:17])=[O:16]. (5) Given the product [Cl:40][CH2:25][C:10]1[C:11]([C:14]2[CH:19]=[CH:18][C:17]([C:20]([F:23])([F:22])[F:21])=[C:16]([F:24])[CH:15]=2)=[N:12][O:13][C:9]=1[C:7]([NH:6][CH:1]1[CH2:5][CH2:4][CH2:3][CH2:2]1)=[O:8], predict the reactants needed to synthesize it. The reactants are: [CH:1]1([NH:6][C:7]([C:9]2[O:13][N:12]=[C:11]([C:14]3[CH:19]=[CH:18][C:17]([C:20]([F:23])([F:22])[F:21])=[C:16]([F:24])[CH:15]=3)[C:10]=2[CH2:25]O)=[O:8])[CH2:5][CH2:4][CH2:3][CH2:2]1.C(N(C(C)C)CC)(C)C.CS([Cl:40])(=O)=O.O.